Predict the product of the given reaction. From a dataset of Forward reaction prediction with 1.9M reactions from USPTO patents (1976-2016). (1) Given the reactants [Si]([O:18][CH:19]1[CH2:22][N:21]([C:23]2[S:24][CH:25]=[C:26]([C:28](=[O:54])[NH:29][C@H:30]([CH2:35][O:36][Si](C(C)(C)C)(C3C=CC=CC=3)C3C=CC=CC=3)[C@@H:31]([CH3:34])[CH2:32][CH3:33])[N:27]=2)[CH2:20]1)(C(C)(C)C)(C1C=CC=CC=1)C1C=CC=CC=1.[F-].C([N+](CCCC)(CCCC)CCCC)CCC, predict the reaction product. The product is: [OH:18][CH:19]1[CH2:22][N:21]([C:23]2[S:24][CH:25]=[C:26]([C:28](=[O:54])[NH:29][C@H:30]([CH2:35][OH:36])[C@@H:31]([CH3:34])[CH2:32][CH3:33])[N:27]=2)[CH2:20]1. (2) The product is: [CH2:1]([O:3][C:4](=[O:30])[C:5]([CH2:6][C:7]([F:8])([F:9])[F:10])=[CH:34][C:33]([F:37])([F:36])[F:32])[CH3:2]. Given the reactants [CH2:1]([O:3][C:4](=[O:30])[C:5](=P(C1C=CC=CC=1)(C1C=CC=CC=1)C1C=CC=CC=1)[CH2:6][C:7]([F:10])([F:9])[F:8])[CH3:2].O.[F:32][C:33]([F:37])([F:36])[CH:34]=O, predict the reaction product. (3) Given the reactants [NH2:1][C:2]1[CH:11]=[C:10]2[C:5]([CH2:6][CH2:7][CH:8]([N:12]([CH2:24][CH2:25][CH2:26][N:27]3[CH2:32][CH2:31][N:30]([CH3:33])[CH2:29][CH2:28]3)[C:13]([NH:15][C:16]3[CH:21]=[CH:20][C:19]([F:22])=[C:18]([Cl:23])[CH:17]=3)=[O:14])[CH2:9]2)=[CH:4][CH:3]=1.[C:34](Cl)(=[O:38])[CH:35]([CH3:37])[CH3:36].CCN(C(C)C)C(C)C, predict the reaction product. The product is: [Cl:23][C:18]1[CH:17]=[C:16]([NH:15][C:13](=[O:14])[N:12]([CH:8]2[CH2:9][C:10]3[CH:11]=[C:2]([NH:1][C:34](=[O:38])[CH:35]([CH3:37])[CH3:36])[CH:3]=[CH:4][C:5]=3[CH2:6][CH2:7]2)[CH2:24][CH2:25][CH2:26][N:27]2[CH2:28][CH2:29][N:30]([CH3:33])[CH2:31][CH2:32]2)[CH:21]=[CH:20][C:19]=1[F:22]. (4) Given the reactants [C:1](O)(=O)[CH2:2][C:3]([CH2:8][C:9]([OH:11])=O)([C:5]([OH:7])=O)O.CCOCCOCCO.C(O)(=O)CCCCCCC/C=C\CCCCCCCC.C(O)C(O)C.[CH3:48][N+:49](CC(O)=O)(C)C.CCCCCCCC/C=C\CCCCCCCCOCCOCCO.C([O-])(=O)C=C.S([O-])([O-])=O.[Na+].[Na+].C(N(CC(O)=O)CC(O)=O)CN(CC(O)=O)CC(O)=O.O=C1O[C@H]([C@H](CO)O)C(O)=C1O.[OH-].[NH4+], predict the reaction product. The product is: [NH2:49][C:48]1[CH:1]=[CH:2][C:3]([CH2:5][OH:7])=[CH:8][C:9]=1[OH:11]. (5) Given the reactants Cl[C:2]1[NH:3][C:4](=[O:13])[C:5]2[C:10]([CH:11]=1)=[C:9]([Cl:12])[CH:8]=[CH:7][CH:6]=2.[N:14]1([CH2:20][CH2:21][CH2:22][CH2:23][N:24]2[CH2:29][CH2:28][NH:27][CH2:26][CH2:25]2)[CH2:19][CH2:18][CH2:17][CH2:16][CH2:15]1, predict the reaction product. The product is: [Cl:12][C:9]1[CH:8]=[CH:7][CH:6]=[C:5]2[C:10]=1[CH:11]=[C:2]([N:27]1[CH2:26][CH2:25][N:24]([CH2:23][CH2:22][CH2:21][CH2:20][N:14]3[CH2:15][CH2:16][CH2:17][CH2:18][CH2:19]3)[CH2:29][CH2:28]1)[NH:3][C:4]2=[O:13]. (6) Given the reactants Cl.[Cl:2][C:3]1[CH:8]=[CH:7][C:6]([CH:9]2[CH:13]([C:14]3[CH:19]=[CH:18][C:17]([Cl:20])=[CH:16][CH:15]=3)[N:12]([C:21]([N:23]3[CH2:28][CH2:27][N:26](C(OC(C)(C)C)=O)[CH2:25][CH2:24]3)=[O:22])[C:11]([C:36]3[CH:41]=[CH:40][C:39]([C:42]([F:45])([F:44])[F:43])=[CH:38][C:37]=3[O:46][CH2:47][CH3:48])=[N:10]2)=[CH:5][CH:4]=1, predict the reaction product. The product is: [ClH:2].[Cl:2][C:3]1[CH:4]=[CH:5][C:6]([CH:9]2[CH:13]([C:14]3[CH:19]=[CH:18][C:17]([Cl:20])=[CH:16][CH:15]=3)[N:12]([C:21]([N:23]3[CH2:28][CH2:27][NH:26][CH2:25][CH2:24]3)=[O:22])[C:11]([C:36]3[CH:41]=[CH:40][C:39]([C:42]([F:44])([F:43])[F:45])=[CH:38][C:37]=3[O:46][CH2:47][CH3:48])=[N:10]2)=[CH:7][CH:8]=1.